Dataset: CYP2C19 inhibition data for predicting drug metabolism from PubChem BioAssay. Task: Regression/Classification. Given a drug SMILES string, predict its absorption, distribution, metabolism, or excretion properties. Task type varies by dataset: regression for continuous measurements (e.g., permeability, clearance, half-life) or binary classification for categorical outcomes (e.g., BBB penetration, CYP inhibition). Dataset: cyp2c19_veith. The drug is COc1cccc(Nc2ncc3nc(-c4cn(C)c5ccccc45)c(=O)n(CCC#N)c3n2)c1. The result is 0 (non-inhibitor).